This data is from Reaction yield outcomes from USPTO patents with 853,638 reactions. The task is: Predict the reaction yield, written as a fraction of the theoretical maximum amount of product (1.0 means a 100% yield; for example, 0.34 means a 34% yield). (1) The reactants are [C:1]1([S:11]([NH2:14])(=[O:13])=[O:12])[C:2]([S:7]([NH2:10])(=[O:9])=[O:8])=[CH:3][CH:4]=[CH:5][CH:6]=1.[Cl:15][C:16]1[CH:24]=[C:23]([Br:25])[CH:22]=[CH:21][C:17]=1[C:18](O)=[O:19].C(Cl)CCl. The catalyst is CN(C1C=CN=CC=1)C.CN(C=O)C.O. The product is [Br:25][C:23]1[CH:22]=[CH:21][C:17]([C:18]([NH:10][S:7]([C:2]2[CH:3]=[CH:4][CH:5]=[CH:6][C:1]=2[S:11](=[O:13])(=[O:12])[NH2:14])(=[O:9])=[O:8])=[O:19])=[C:16]([Cl:15])[CH:24]=1. The yield is 0.510. (2) The reactants are [CH3:1][Si:2]([CH3:20])([CH3:19])[CH2:3][CH2:4][O:5][CH2:6][N:7]1[CH:11]=[C:10]([CH:12]2[CH2:17][CH2:16][C:15](=[O:18])[CH2:14][CH2:13]2)[CH:9]=[N:8]1.[Li+].CC([N-]C(C)C)C.[F:29][C:30]([F:50])([F:49])[S:31](N(C1C=CC(Cl)=CN=1)[S:31]([C:30]([F:50])([F:49])[F:29])(=[O:33])=[O:32])(=[O:33])=[O:32]. The product is [F:29][C:30]([F:50])([F:49])[S:31]([O:18][C:15]1[CH2:16][CH2:17][CH:12]([C:10]2[CH:9]=[N:8][N:7]([CH2:6][O:5][CH2:4][CH2:3][Si:2]([CH3:20])([CH3:19])[CH3:1])[CH:11]=2)[CH2:13][CH:14]=1)(=[O:33])=[O:32]. The yield is 0.560. The catalyst is C1COCC1. (3) The reactants are [C:1]([O:5][C:6](=[O:25])[N:7]([CH2:16][C:17]1[CH:22]=[CH:21][C:20]([CH2:23][OH:24])=[CH:19][CH:18]=1)[CH2:8][C:9]1[C:14]([OH:15])=[CH:13][CH:12]=[CH:11][N:10]=1)([CH3:4])([CH3:3])[CH3:2]. The catalyst is C(Cl)Cl.O=[Mn]=O. The product is [C:1]([O:5][C:6](=[O:25])[N:7]([CH2:16][C:17]1[CH:18]=[CH:19][C:20]([CH:23]=[O:24])=[CH:21][CH:22]=1)[CH2:8][C:9]1[C:14]([OH:15])=[CH:13][CH:12]=[CH:11][N:10]=1)([CH3:4])([CH3:2])[CH3:3]. The yield is 0.830. (4) The reactants are [NH:1]1[CH2:8][CH2:7][CH2:6][C@@H:2]1[C:3]([OH:5])=[O:4].[C:9](Cl)(=[O:13])[C:10]([CH3:12])=[CH2:11]. The catalyst is [OH-].[Na+].CC(C)=O. The product is [C:9]([N:1]1[CH2:8][CH2:7][CH2:6][C@@H:2]1[C:3]([OH:5])=[O:4])(=[O:13])[C:10]([CH3:12])=[CH2:11]. The yield is 0.680. (5) The reactants are Br[C:2]1[CH:15]=[CH:14][C:5]([O:6][CH:7]2[CH2:10][N:9]([C:11](=[O:13])[CH3:12])[CH2:8]2)=[CH:4][CH:3]=1.[CH3:16][C:17]1([CH3:31])[CH2:22][O:21][B:20]([B:20]2[O:21][CH2:22][C:17]([CH3:31])([CH3:16])[CH2:18][O:19]2)[O:19][CH2:18]1.CC([O-])=O.[K+].C(OCC)(=O)C. The catalyst is O1CCOCC1.C1C=CC(P(C2C=CC=CC=2)[C-]2C=CC=C2)=CC=1.C1C=CC(P(C2C=CC=CC=2)[C-]2C=CC=C2)=CC=1.Cl[Pd]Cl.[Fe+2]. The product is [CH3:16][C:17]1([CH3:31])[CH2:22][O:21][B:20]([C:2]2[CH:15]=[CH:14][C:5]([O:6][CH:7]3[CH2:10][N:9]([C:11](=[O:13])[CH3:12])[CH2:8]3)=[CH:4][CH:3]=2)[O:19][CH2:18]1. The yield is 0.580.